Dataset: Forward reaction prediction with 1.9M reactions from USPTO patents (1976-2016). Task: Predict the product of the given reaction. (1) Given the reactants [CH:1]1([CH2:4][N:5]2[C:9]3[CH:10]=[CH:11][C:12]([C:14]#[N:15])=[CH:13][C:8]=3[N:7]=[C:6]2[CH2:16][C:17]2[CH:22]=[CH:21][C:20]([O:23][CH2:24][CH3:25])=[CH:19][CH:18]=2)[CH2:3][CH2:2]1, predict the reaction product. The product is: [CH:1]1([CH2:4][N:5]2[C:9]3[CH:10]=[CH:11][C:12]([CH2:14][N:15]4[CH2:25][CH2:24][O:23][CH2:20][CH2:19]4)=[CH:13][C:8]=3[N:7]=[C:6]2[CH2:16][C:17]2[CH:18]=[CH:19][C:20]([O:23][CH2:24][CH3:25])=[CH:21][CH:22]=2)[CH2:3][CH2:2]1. (2) The product is: [CH3:15][O:16][C:17]1[CH:18]=[C:19]([NH:20][C:10](=[O:12])[CH2:9][C:6]2[CH:5]=[CH:4][C:3]([C:2]([F:1])([F:14])[F:13])=[CH:8][CH:7]=2)[CH:21]=[CH:22][CH:23]=1. Given the reactants [F:1][C:2]([F:14])([F:13])[C:3]1[CH:8]=[CH:7][C:6]([CH2:9][C:10]([OH:12])=O)=[CH:5][CH:4]=1.[CH3:15][O:16][C:17]1[CH:18]=[C:19]([CH:21]=[CH:22][CH:23]=1)[NH2:20].Cl.CN(C)CCCN=C=NCC, predict the reaction product.